Dataset: Forward reaction prediction with 1.9M reactions from USPTO patents (1976-2016). Task: Predict the product of the given reaction. (1) The product is: [F:52][C:49]1[CH:48]=[CH:47][C:46]([CH:31]2[CH2:30][N@@:32]2[S:33]([C:36]2[CH:41]=[CH:40][CH:39]=[C:38]([C:42]([F:44])([F:43])[F:45])[CH:37]=2)(=[O:34])=[O:35])=[CH:51][CH:50]=1. Given the reactants CC1C[N@@]1S(C1C=CC=C(C(F)(F)F)C=1)(=O)=O.FC(F)(F)C1C=C(S(O[CH2:30][C@H:31]([C:46]2[CH:51]=[CH:50][C:49]([F:52])=[CH:48][CH:47]=2)[NH:32][S:33]([C:36]2[CH:41]=[CH:40][CH:39]=[C:38]([C:42]([F:45])([F:44])[F:43])[CH:37]=2)(=[O:35])=[O:34])(=O)=O)C=CC=1, predict the reaction product. (2) Given the reactants [CH3:1][C:2]1[CH:10]=[C:9]([N+:11]([O-])=O)[CH:8]=[CH:7][C:3]=1[C:4]([OH:6])=[O:5].[C:14]1([CH3:24])[CH:19]=CC(S(Cl)(=O)=O)=C[CH:15]=1.C(O)(C)(C)C, predict the reaction product. The product is: [NH2:11][C:9]1[CH:8]=[CH:7][C:3]([C:4]([O:6][C:14]([CH3:24])([CH3:19])[CH3:15])=[O:5])=[C:2]([CH3:1])[CH:10]=1. (3) Given the reactants I[Si](C)(C)C.C(OC([N:12]1[CH2:18][CH2:17][CH2:16][C:15](=[O:19])[C:14]2[N:20]=[C:21]([CH3:28])[C:22]([C:24]([F:27])([F:26])[F:25])=[CH:23][C:13]1=2)=O)(C)C, predict the reaction product. The product is: [CH3:28][C:21]1[C:22]([C:24]([F:27])([F:25])[F:26])=[CH:23][C:13]2[NH:12][CH2:18][CH2:17][CH2:16][C:15](=[O:19])[C:14]=2[N:20]=1. (4) The product is: [OH:37][C:38]1[CH:39]=[CH:40][C:43]([C:2]2[N:7]=[C:6]3[N:8]([CH2:13][C:14]4[CH:19]=[CH:18][CH:17]=[C:16]([O:20][CH3:21])[CH:15]=4)[C:9](=[O:12])[CH2:10][NH:11][C:5]3=[N:4][CH:3]=2)=[CH:44][CH:45]=1. Given the reactants Br[C:2]1[N:7]=[C:6]2[N:8]([CH2:13][C:14]3[CH:19]=[CH:18][CH:17]=[C:16]([O:20][CH3:21])[CH:15]=3)[C:9](=[O:12])[CH2:10][NH:11][C:5]2=[N:4][CH:3]=1.BrC1C(NCC(OC)=O)=NC=C(Br)N=1.C[O:37][C:38]1[CH:39]=[C:40]([CH:43]=[CH:44][CH:45]=1)CN.C(N(C(C)C)CC)(C)C, predict the reaction product. (5) The product is: [Cl:34][CH2:33][CH2:32][CH2:3][N:4]([CH3:27])[C:5]([N:7]1[CH:11]([C:12]2[CH:13]=[CH:14][CH:15]=[CH:16][CH:17]=2)[CH:10]2[CH2:18][O:19][C:20]3[CH:21]=[CH:22][C:23]([F:26])=[CH:24][C:25]=3[C:9]2=[N:8]1)=[O:6]. Given the reactants ClC[CH2:3][N:4]([CH3:27])[C:5]([N:7]1[CH:11]([C:12]2[CH:17]=[CH:16][CH:15]=[CH:14][CH:13]=2)[CH:10]2[CH2:18][O:19][C:20]3[CH:21]=[CH:22][C:23]([F:26])=[CH:24][C:25]=3[C:9]2=[N:8]1)=[O:6].Cl.CNC[CH2:32][CH2:33][Cl:34], predict the reaction product. (6) Given the reactants [NH2:1][N:2]1[N:11]=[C:10]([N:12]2[CH2:17][CH2:16][O:15][CH2:14][CH2:13]2)[C:9]2[C:4](=[CH:5][CH:6]=[CH:7][CH:8]=2)[C:3]1=[O:18].[Br:19][C:20]1[CH:21]=[C:22]([CH2:26][C:27](O)=[O:28])[CH:23]=[CH:24][CH:25]=1, predict the reaction product. The product is: [Br:19][C:20]1[CH:21]=[C:22]([CH2:26][C:27]([NH:1][N:2]2[N:11]=[C:10]([N:12]3[CH2:17][CH2:16][O:15][CH2:14][CH2:13]3)[C:9]3[C:4](=[CH:5][CH:6]=[CH:7][CH:8]=3)[C:3]2=[O:18])=[O:28])[CH:23]=[CH:24][CH:25]=1. (7) Given the reactants [CH3:1][O:2][C:3]1[C:4]([N+:13]([O-:15])=[O:14])=[CH:5][C:6]([CH3:12])=[C:7]([CH:11]=1)[C:8]([OH:10])=O.CCN(C(C)C)C(C)C.CN(C(ON1N=NC2C=CC=NC1=2)=[N+](C)C)C.F[P-](F)(F)(F)(F)F.[NH:49]1[CH2:54][CH2:53][O:52][CH2:51][CH2:50]1, predict the reaction product. The product is: [CH3:1][O:2][C:3]1[C:4]([N+:13]([O-:15])=[O:14])=[CH:5][C:6]([CH3:12])=[C:7]([C:8]([N:49]2[CH2:54][CH2:53][O:52][CH2:51][CH2:50]2)=[O:10])[CH:11]=1. (8) Given the reactants [N:1]1[CH:6]=[CH:5][CH:4]=[CH:3][C:2]=1[O:7][C:8]1[CH:23]=[CH:22][C:11]([C:12]([O:14]CC2C=CC=CC=2)=[O:13])=[CH:10][CH:9]=1, predict the reaction product. The product is: [N:1]1[CH:6]=[CH:5][CH:4]=[CH:3][C:2]=1[O:7][C:8]1[CH:23]=[CH:22][C:11]([C:12]([OH:14])=[O:13])=[CH:10][CH:9]=1.